From a dataset of Forward reaction prediction with 1.9M reactions from USPTO patents (1976-2016). Predict the product of the given reaction. Given the reactants [N+:1]([C:4]1[CH:5]=[CH:6][C:7]([N:10]2[CH2:23][CH2:22][C:13]3([CH2:16][CH:15]([C:17]([O:19]CC)=[O:18])[CH2:14]3)[CH2:12][CH2:11]2)=[N:8][CH:9]=1)([O-:3])=[O:2].O[Li].O, predict the reaction product. The product is: [N+:1]([C:4]1[CH:5]=[CH:6][C:7]([N:10]2[CH2:23][CH2:22][C:13]3([CH2:16][CH:15]([C:17]([OH:19])=[O:18])[CH2:14]3)[CH2:12][CH2:11]2)=[N:8][CH:9]=1)([O-:3])=[O:2].